This data is from Catalyst prediction with 721,799 reactions and 888 catalyst types from USPTO. The task is: Predict which catalyst facilitates the given reaction. (1) Reactant: [O:1]=[C:2]1[CH2:6][CH2:5][CH2:4][N:3]1[CH2:7][CH2:8][O:9][N:10]1C(=O)C2C(=CC=CC=2)C1=O.CNN. Product: [NH2:10][O:9][CH2:8][CH2:7][N:3]1[CH2:4][CH2:5][CH2:6][C:2]1=[O:1]. The catalyst class is: 2. (2) Reactant: [NH2:1][C:2]1[N:3]=[CH:4][C:5]2[C:10]([CH:11]=1)=[CH:9][CH:8]=[CH:7][CH:6]=2.C[Al](C)C.C[O:17][C:18](=O)[C:19]1[CH:24]=[CH:23][CH:22]=[N:21][C:20]=1[NH:25][CH2:26][C:27]1[CH:32]=[CH:31][N:30]=[C:29]([C:33]#[N:34])[CH:28]=1.C(=O)(O)[O-].[Na+]. Product: [C:33]([C:29]1[CH:28]=[C:27]([CH2:26][NH:25][C:20]2[N:21]=[CH:22][CH:23]=[CH:24][C:19]=2[C:18]([NH:1][C:2]2[N:3]=[CH:4][C:5]3[C:10]([CH:11]=2)=[CH:9][CH:8]=[CH:7][CH:6]=3)=[O:17])[CH:32]=[CH:31][N:30]=1)#[N:34]. The catalyst class is: 133. (3) Reactant: [F:1][C:2]1[CH:3]=[C:4]([CH:8]=[C:9]([F:11])[CH:10]=1)[C:5](Cl)=[O:6].[NH2:12][C:13]1[CH:14]=[CH:15][C:16]([CH3:37])=[C:17]([N:19]2[C:28](=[O:29])[C:27]3[C:22](=[CH:23][CH:24]=[C:25]([N:30]4[CH2:35][CH2:34][N:33]([CH3:36])[CH2:32][CH2:31]4)[CH:26]=3)[N:21]=[CH:20]2)[CH:18]=1.C(N(CC)CC)C. Product: [F:1][C:2]1[CH:3]=[C:4]([CH:8]=[C:9]([F:11])[CH:10]=1)[C:5]([NH:12][C:13]1[CH:14]=[CH:15][C:16]([CH3:37])=[C:17]([N:19]2[C:28](=[O:29])[C:27]3[C:22](=[CH:23][CH:24]=[C:25]([N:30]4[CH2:35][CH2:34][N:33]([CH3:36])[CH2:32][CH2:31]4)[CH:26]=3)[N:21]=[CH:20]2)[CH:18]=1)=[O:6]. The catalyst class is: 2. (4) Reactant: [CH2:1]([O:3][C:4]([C:6]1([C:9]#[N:10])[CH2:8][CH2:7]1)=[O:5])[CH3:2].[CH3:11][C:12](O)([CH2:14][CH:15]([OH:17])[CH3:16])[CH3:13]. Product: [CH2:1]([O:3][C:4]([C:6]1([C:9]2[O:17][CH:15]([CH3:16])[CH2:14][C:12]([CH3:13])([CH3:11])[N:10]=2)[CH2:8][CH2:7]1)=[O:5])[CH3:2]. The catalyst class is: 65.